From a dataset of Forward reaction prediction with 1.9M reactions from USPTO patents (1976-2016). Predict the product of the given reaction. (1) Given the reactants Cl.Cl.[CH3:3][C:4]1[N:9]=[CH:8][N:7]=[C:6]([C:10]2[CH:11]=[C:12]3[C:16](=[CH:17][CH:18]=2)[C@H:15]([N:19]2[CH2:22][C:21]4([CH2:27][CH2:26][NH:25][CH2:24][CH2:23]4)[CH2:20]2)[CH2:14][CH2:13]3)[CH:5]=1.C(N(CC)CC)C.Cl.[CH3:36][C:37]1[S:41][C:40]2=[N:42][C:43]([CH2:45][C:46](O)=[O:47])=[CH:44][N:39]2[CH:38]=1.CN(C(ON1N=NC2C=CC=CC1=2)=[N+](C)C)C.F[P-](F)(F)(F)(F)F, predict the reaction product. The product is: [CH3:36][C:37]1[S:41][C:40]2=[N:42][C:43]([CH2:45][C:46]([N:25]3[CH2:26][CH2:27][C:21]4([CH2:22][N:19]([C@H:15]5[C:16]6[C:12](=[CH:11][C:10]([C:6]7[CH:5]=[C:4]([CH3:3])[N:9]=[CH:8][N:7]=7)=[CH:18][CH:17]=6)[CH2:13][CH2:14]5)[CH2:20]4)[CH2:23][CH2:24]3)=[O:47])=[CH:44][N:39]2[CH:38]=1. (2) Given the reactants [CH2:1]1[C:10]2[C:5](=[CH:6][CH:7]=[CH:8][CH:9]=2)[CH2:4][CH2:3][N:2]1[CH2:11][CH:12]([OH:30])[CH2:13][O:14][C:15]1[CH:20]=[CH:19][CH:18]=[C:17](B2OC(C)(C)C(C)(C)O2)[CH:16]=1.Br[C:32]1[CH:33]=[N:34][C:35]2[C:40]([CH:41]=1)=[CH:39][CH:38]=[CH:37][CH:36]=2.C([O-])([O-])=O.[K+].[K+], predict the reaction product. The product is: [CH2:1]1[C:10]2[C:5](=[CH:6][CH:7]=[CH:8][CH:9]=2)[CH2:4][CH2:3][N:2]1[CH2:11][CH:12]([OH:30])[CH2:13][O:14][C:15]1[CH:20]=[CH:19][CH:18]=[C:17]([C:32]2[CH:33]=[N:34][C:35]3[C:40]([CH:41]=2)=[CH:39][CH:38]=[CH:37][CH:36]=3)[CH:16]=1. (3) Given the reactants [CH3:1][CH:2](O)[CH3:3].[Bi](Br)(Br)Br.[OH:9][CH:10]([C:12]1[CH:21]=[CH:20][C:15]([C:16]([O:18][CH3:19])=[O:17])=[CH:14][CH:13]=1)[CH3:11], predict the reaction product. The product is: [CH3:19][O:18][C:16](=[O:17])[C:15]1[CH:20]=[CH:21][C:12]([CH:10]([O:9][CH:2]([CH3:3])[CH3:1])[CH3:11])=[CH:13][CH:14]=1. (4) Given the reactants [CH3:1][S:2][C:3]1[CH:8]=[CH:7][C:6]([NH2:9])=[CH:5][CH:4]=1.[CH:10]([S:13](Cl)(=[O:15])=[O:14])([CH3:12])[CH3:11], predict the reaction product. The product is: [CH3:1][S:2][C:3]1[CH:8]=[CH:7][C:6]([NH:9][S:13]([CH:10]([CH3:12])[CH3:11])(=[O:15])=[O:14])=[CH:5][CH:4]=1. (5) The product is: [F:1][C:2]1[CH:3]=[CH:4][C:5]([OH:11])=[C:6]([C:13]2[CH:22]=[CH:21][C:16]([C:17]([O:19][CH3:20])=[O:18])=[CH:15][N:14]=2)[CH:7]=1. Given the reactants [F:1][C:2]1[CH:3]=[CH:4][C:5]([OH:11])=[C:6](B(O)O)[CH:7]=1.Cl[C:13]1[CH:22]=[CH:21][C:16]([C:17]([O:19][CH3:20])=[O:18])=[CH:15][N:14]=1.C(=O)([O-])[O-].[K+].[K+], predict the reaction product. (6) The product is: [CH:4]([C:3]1[C:2]([C:17]2[CH:18]=[CH:19][C:14]([C:12]([O:11][CH3:10])=[O:13])=[CH:15][CH:16]=2)=[N:9][CH:8]=[CH:7][CH:6]=1)=[O:5]. Given the reactants Cl[C:2]1[N:9]=[CH:8][CH:7]=[CH:6][C:3]=1[CH:4]=[O:5].[CH3:10][O:11][C:12]([C:14]1[CH:19]=[CH:18][C:17](B(O)O)=[CH:16][CH:15]=1)=[O:13], predict the reaction product. (7) Given the reactants [Mg].C(O[Ge:5]([O:12][CH2:13][CH3:14])([O:9][CH2:10][CH3:11])[O:6][CH2:7][CH3:8])C.Br[C:16]1[C:17]2[C:22]([C:23]3[CH:24]=[CH:25][CH:26]=[CH:27][C:28]=3[CH:29]=1)=[CH:21][CH:20]=[CH:19][CH:18]=2, predict the reaction product. The product is: [CH2:13]([O:12][Ge:5]([O:6][CH2:7][CH3:8])([O:9][CH2:10][CH3:11])[C:16]1[C:17]2[C:22]([C:23]3[CH:24]=[CH:25][CH:26]=[CH:27][C:28]=3[CH:29]=1)=[CH:21][CH:20]=[CH:19][CH:18]=2)[CH3:14]. (8) Given the reactants [C:1]([O:5][C:6](=[O:23])[NH:7][C:8]1[CH:21]=[CH:20][C:19]2[S:18][C:17]3[C:12](=[CH:13][CH:14]=[CH:15][C:16]=3O)[CH2:11][C:10]=2[CH:9]=1)([CH3:4])([CH3:3])[CH3:2].[F:24][C:25]([F:38])([F:37])[S:26](O[S:26]([C:25]([F:38])([F:37])[F:24])(=[O:28])=[O:27])(=[O:28])=[O:27].O, predict the reaction product. The product is: [C:1]([O:5][C:6](=[O:23])[NH:7][C:8]1[CH:21]=[CH:20][C:19]2[S:18][C:17]3[C:12](=[CH:13][CH:14]=[CH:15][C:16]=3[S:26]([C:25]([F:38])([F:37])[F:24])(=[O:28])=[O:27])[CH2:11][C:10]=2[CH:9]=1)([CH3:4])([CH3:3])[CH3:2]. (9) Given the reactants [Mg].C[Si](Cl)(C)C.CN1CCN(C)C1=O.II.COC=C(C(=O)C(F)(F)F)C(OC)=O.CNN.[F:34][CH:35]([F:46])[C:36]1[C:40]([C:41]([O:43]C)=[O:42])=[CH:39][N:38]([CH3:45])[N:37]=1.FC(F)N1C(C(OC)=O)C=CN1C, predict the reaction product. The product is: [F:46][CH:35]([F:34])[C:36]1[C:40]([C:41]([OH:43])=[O:42])=[CH:39][N:38]([CH3:45])[N:37]=1. (10) Given the reactants [Cl:1][C:2]1[S:3][C:4]2[CH:10]=[CH:9][CH:8]=[CH:7][C:5]=2[N:6]=1.[N+:11]([O-])([OH:13])=[O:12], predict the reaction product. The product is: [N+:11]([C:9]1[CH:8]=[CH:7][C:5]2[N:6]=[C:2]([Cl:1])[S:3][C:4]=2[CH:10]=1)([O-:13])=[O:12].